Predict the reactants needed to synthesize the given product. From a dataset of Full USPTO retrosynthesis dataset with 1.9M reactions from patents (1976-2016). Given the product [Cl:20][C:17]1[CH:16]=[CH:15][C:14]([C@@H:13]([NH2:21])[CH2:12][CH2:11][N:3]([CH2:4][CH3:5])[CH2:1][CH3:2])=[CH:19][CH:18]=1, predict the reactants needed to synthesize it. The reactants are: [CH2:1]([NH:3][CH2:4][CH3:5])[CH3:2].CS(O[CH2:11][CH2:12][C@H:13]([NH:21]C(OC(C)(C)C)=O)[C:14]1[CH:19]=[CH:18][C:17]([Cl:20])=[CH:16][CH:15]=1)(=O)=O.